From a dataset of Full USPTO retrosynthesis dataset with 1.9M reactions from patents (1976-2016). Predict the reactants needed to synthesize the given product. (1) Given the product [CH:24]1([C:7]2[C:6]3[C:10](=[CH:11][C:3]([C:1]4[NH:45][N:44]=[N:43][N:2]=4)=[CH:4][CH:5]=3)[N:9]([CH2:12][C:13]([N:15]([CH3:17])[CH3:16])=[O:14])[C:8]=2[C:18]2[CH:23]=[CH:22][CH:21]=[CH:20][CH:19]=2)[CH2:29][CH2:28][CH2:27][CH2:26][CH2:25]1, predict the reactants needed to synthesize it. The reactants are: [C:1]([C:3]1[CH:11]=[C:10]2[C:6]([C:7]([CH:24]3[CH2:29][CH2:28][CH2:27][CH2:26][CH2:25]3)=[C:8]([C:18]3[CH:23]=[CH:22][CH:21]=[CH:20][CH:19]=3)[N:9]2[CH2:12][C:13]([N:15]([CH3:17])[CH3:16])=[O:14])=[CH:5][CH:4]=1)#[N:2].[Sn]([N:43]=[N+:44]=[N-:45])(CCCC)(CCCC)CCCC. (2) Given the product [CH:16]([O:19][CH2:20][CH2:21][NH:22][S:12]([C:3]1[C:4]([Cl:11])=[CH:5][CH:6]=[C:7]([N+:8]([O-:10])=[O:9])[C:2]=1[Cl:1])(=[O:14])=[O:13])([CH3:18])[CH3:17], predict the reactants needed to synthesize it. The reactants are: [Cl:1][C:2]1[C:7]([N+:8]([O-:10])=[O:9])=[CH:6][CH:5]=[C:4]([Cl:11])[C:3]=1[S:12](Cl)(=[O:14])=[O:13].[CH:16]([O:19][CH2:20][CH2:21][NH2:22])([CH3:18])[CH3:17].C(N(CC)CC)C. (3) Given the product [Br:1][C:2]1[C:3]([O:26][C:33]([N:27]2[CH2:32][CH2:31][O:30][CH2:29][CH2:28]2)=[O:34])=[C:4]([CH:22]=[C:23]([Br:25])[CH:24]=1)[C:5]([NH:7][C:8]1[CH:13]=[C:12]([C:14]([F:17])([F:15])[F:16])[CH:11]=[CH:10][C:9]=1[C:18]([F:19])([F:20])[F:21])=[O:6], predict the reactants needed to synthesize it. The reactants are: [Br:1][C:2]1[C:3]([OH:26])=[C:4]([CH:22]=[C:23]([Br:25])[CH:24]=1)[C:5]([NH:7][C:8]1[CH:13]=[C:12]([C:14]([F:17])([F:16])[F:15])[CH:11]=[CH:10][C:9]=1[C:18]([F:21])([F:20])[F:19])=[O:6].[N:27]1([C:33](Cl)=[O:34])[CH2:32][CH2:31][O:30][CH2:29][CH2:28]1.